Dataset: Catalyst prediction with 721,799 reactions and 888 catalyst types from USPTO. Task: Predict which catalyst facilitates the given reaction. Reactant: Cl[C:2]1[N:3]=[N:4][C:5]([O:8][CH2:9][CH2:10][C@H:11]([CH:13]2[CH2:18][CH2:17][N:16]([C:19]3[O:23][N:22]=[C:21]([CH:24]([CH3:26])[CH3:25])[N:20]=3)[CH2:15][CH2:14]2)[CH3:12])=[CH:6][CH:7]=1.[C:27]([O:31][C:32](=[O:46])[NH:33][C@@H:34]1[C@@H:38]([N:39]2[CH2:44][CH2:43][CH2:42][CH2:41][C:40]2=[O:45])[CH2:37][NH:36][CH2:35]1)([CH3:30])([CH3:29])[CH3:28]. Product: [C:27]([O:31][C:32](=[O:46])[NH:33][C@@H:34]1[C@@H:38]([N:39]2[CH2:44][CH2:43][CH2:42][CH2:41][C:40]2=[O:45])[CH2:37][N:36]([C:2]2[N:3]=[N:4][C:5]([O:8][CH2:9][CH2:10][C@H:11]([CH:13]3[CH2:18][CH2:17][N:16]([C:19]4[O:23][N:22]=[C:21]([CH:24]([CH3:26])[CH3:25])[N:20]=4)[CH2:15][CH2:14]3)[CH3:12])=[CH:6][CH:7]=2)[CH2:35]1)([CH3:30])([CH3:28])[CH3:29]. The catalyst class is: 25.